From a dataset of Forward reaction prediction with 1.9M reactions from USPTO patents (1976-2016). Predict the product of the given reaction. Given the reactants O1CCCC1.[C:6]([C:10]1[CH:16]=[CH:15][C:13]([NH2:14])=[CH:12][CH:11]=1)([CH3:9])([CH3:8])[CH3:7].C(N(CC)CC)C.[CH2:24]([O:26][C:27](=[O:31])[C:28](Cl)=[O:29])[CH3:25], predict the reaction product. The product is: [CH2:24]([O:26][C:27](=[O:31])[C:28]([NH:14][C:13]1[CH:12]=[CH:11][C:10]([C:6]([CH3:9])([CH3:7])[CH3:8])=[CH:16][CH:15]=1)=[O:29])[CH3:25].